This data is from Full USPTO retrosynthesis dataset with 1.9M reactions from patents (1976-2016). The task is: Predict the reactants needed to synthesize the given product. (1) Given the product [NH2:52][CH2:51][C:50]([F:55])([F:49])[CH2:53][NH:54][C:6](=[O:8])[C:5]1[CH:9]=[CH:10][C:2]([F:1])=[C:3]([NH:11][CH2:12][C:13]2[S:17][C:16]([NH:18][C:19]3[CH:24]=[CH:23][CH:22]=[CH:21][N:20]=3)=[N:15][CH:14]=2)[CH:4]=1, predict the reactants needed to synthesize it. The reactants are: [F:1][C:2]1[CH:10]=[CH:9][C:5]([C:6]([OH:8])=O)=[CH:4][C:3]=1[NH:11][CH2:12][C:13]1[S:17][C:16]([NH:18][C:19]2[CH:24]=[CH:23][CH:22]=[CH:21][N:20]=2)=[N:15][CH:14]=1.CN(C(ON1N=NC2C=CC=NC1=2)=[N+](C)C)C.F[P-](F)(F)(F)(F)F.[F:49][C:50]([F:55])([CH2:53][NH2:54])[CH2:51][NH2:52].CCN(C(C)C)C(C)C. (2) Given the product [CH2:26]([O:25][C:23]([CH2:22][NH:19][C:20](=[O:21])[NH:1][C:2]1[CH:3]=[C:4]2[C:8](=[CH:9][CH:10]=1)[NH:7][C:6](=[O:11])[C:5]2=[C:12]([C:14]1[NH:15][CH:16]=[CH:17][CH:18]=1)[CH3:13])=[O:24])[CH3:27], predict the reactants needed to synthesize it. The reactants are: [NH2:1][C:2]1[CH:3]=[C:4]2[C:8](=[CH:9][CH:10]=1)[NH:7][C:6](=[O:11])[C:5]2=[C:12]([C:14]1[NH:15][CH:16]=[CH:17][CH:18]=1)[CH3:13].[N:19]([CH2:22][C:23]([O:25][CH2:26][CH3:27])=[O:24])=[C:20]=[O:21].CO. (3) The reactants are: [OH-].[Na+].[CH3:3][O:4]/[C:5](=[CH:10]\[C:11]1[CH:16]=[CH:15][C:14]([C:17]2[CH:22]=[CH:21][CH:20]=[C:19]([N:23]([CH3:35])[C:24]([NH:26][CH2:27][CH2:28][C:29]3[CH:34]=[CH:33][CH:32]=[CH:31][CH:30]=3)=[O:25])[CH:18]=2)=[CH:13][CH:12]=1)/[C:6]([O:8]C)=[O:7].C(O)(=O)C. Given the product [CH3:3][O:4]/[C:5](=[CH:10]\[C:11]1[CH:12]=[CH:13][C:14]([C:17]2[CH:22]=[CH:21][CH:20]=[C:19]([N:23]([CH3:35])[C:24]([NH:26][CH2:27][CH2:28][C:29]3[CH:30]=[CH:31][CH:32]=[CH:33][CH:34]=3)=[O:25])[CH:18]=2)=[CH:15][CH:16]=1)/[C:6]([OH:8])=[O:7], predict the reactants needed to synthesize it. (4) Given the product [F:15][CH:14]([F:16])[C:11]1[CH:12]=[CH:13][C:8]([CH2:7][N:4]2[CH2:5][CH2:6][CH:2]([N:28]3[CH2:29][CH2:30][C@@H:25]([C:23]4[CH:22]=[CH:21][C:20]([OH:32])=[C:19]([F:18])[CH:24]=4)[C@H:26]([F:31])[CH2:27]3)[C:3]2=[O:17])=[CH:9][CH:10]=1, predict the reactants needed to synthesize it. The reactants are: Br[CH:2]1[CH2:6][CH2:5][N:4]([CH2:7][C:8]2[CH:13]=[CH:12][C:11]([CH:14]([F:16])[F:15])=[CH:10][CH:9]=2)[C:3]1=[O:17].[F:18][C:19]1[CH:24]=[C:23]([C@@H:25]2[CH2:30][CH2:29][NH:28][CH2:27][C@H:26]2[F:31])[CH:22]=[CH:21][C:20]=1[OH:32].C(N(CC)CC)C. (5) Given the product [C:1]([O:4][C@H:5]([CH2:21][N:22]1[CH2:26][CH2:25][CH2:24][CH2:23]1)[CH2:6][O:7][C:8]1[CH:17]=[C:16]2[C:11]([C:12]([Cl:29])=[N:13][CH:14]=[N:15]2)=[CH:10][C:9]=1[O:19][CH3:20])(=[O:3])[CH3:2], predict the reactants needed to synthesize it. The reactants are: [C:1]([O:4][C@H:5]([CH2:21][N:22]1[CH2:26][CH2:25][CH2:24][CH2:23]1)[CH2:6][O:7][C:8]1[CH:17]=[C:16]2[C:11]([C:12](=O)[NH:13][CH:14]=[N:15]2)=[CH:10][C:9]=1[O:19][CH3:20])(=[O:3])[CH3:2].S(Cl)([Cl:29])=O. (6) Given the product [CH2:1]([O:4][C:5]1[CH:10]=[C:9]([Cl:11])[C:8]([CH2:12][C:13]2[CH:18]=[CH:17][C:16]([O:19][CH2:20][CH3:21])=[CH:15][CH:14]=2)=[CH:7][C:6]=1[C@H:22]1[C@H:27]([O:28][CH2:35][C:36]2[CH:41]=[CH:40][CH:39]=[CH:38][CH:37]=2)[C@@H:26]([O:29][CH2:35][C:36]2[CH:41]=[CH:40][CH:39]=[CH:38][CH:37]=2)[C@H:25]([O:30][CH2:12][C:13]2[CH:18]=[CH:17][CH:16]=[CH:15][CH:14]=2)[C@@H:24]([CH2:31][O:32][CH2:22][C:6]2[CH:7]=[CH:8][CH:9]=[CH:10][CH:5]=2)[O:23]1)[CH:2]=[CH2:3], predict the reactants needed to synthesize it. The reactants are: [CH2:1]([O:4][C:5]1[CH:10]=[C:9]([Cl:11])[C:8]([CH2:12][C:13]2[CH:18]=[CH:17][C:16]([O:19][CH2:20][CH3:21])=[CH:15][CH:14]=2)=[CH:7][C:6]=1[C@H:22]1[C@H:27]([OH:28])[C@@H:26]([OH:29])[C@H:25]([OH:30])[C@@H:24]([CH2:31][OH:32])[O:23]1)[CH:2]=[CH2:3].[H-].[Na+].[CH2:35](Br)[C:36]1[CH:41]=[CH:40][CH:39]=[CH:38][CH:37]=1. (7) The reactants are: [C:1]([NH:4][C:5]1[S:6][CH:7]=[C:8]([CH2:10][CH2:11][C:12]2[S:16][C:15]([CH2:17][C:18]([N:20]3[CH2:25][CH2:24][N:23](C(OC(C)(C)C)=O)[CH2:22][CH2:21]3)=[O:19])=[CH:14][CH:13]=2)[N:9]=1)(=[O:3])[CH3:2].CO.Cl. Given the product [O:19]=[C:18]([N:20]1[CH2:25][CH2:24][NH:23][CH2:22][CH2:21]1)[CH2:17][C:15]1[S:16][C:12]([CH2:11][CH2:10][C:8]2[N:9]=[C:5]([NH:4][C:1](=[O:3])[CH3:2])[S:6][CH:7]=2)=[CH:13][CH:14]=1, predict the reactants needed to synthesize it. (8) Given the product [Br:16][C:17]1[CH:24]=[CH:23][C:20]([CH2:21][N:3]2[CH2:4][CH2:5][C:6]3[C:11](=[CH:10][CH:9]=[C:8]([C:12]([O:14][CH3:15])=[O:13])[CH:7]=3)[CH2:2]2)=[CH:19][CH:18]=1, predict the reactants needed to synthesize it. The reactants are: Cl.[CH2:2]1[C:11]2[C:6](=[CH:7][C:8]([C:12]([O:14][CH3:15])=[O:13])=[CH:9][CH:10]=2)[CH2:5][CH2:4][NH:3]1.[Br:16][C:17]1[CH:24]=[CH:23][C:20]([CH2:21]Br)=[CH:19][CH:18]=1.C([O-])([O-])=O.[K+].[K+].CCOC(C)=O.